Dataset: NCI-60 drug combinations with 297,098 pairs across 59 cell lines. Task: Regression. Given two drug SMILES strings and cell line genomic features, predict the synergy score measuring deviation from expected non-interaction effect. (1) Drug 1: C1=CC(=CC=C1CCC2=CNC3=C2C(=O)NC(=N3)N)C(=O)NC(CCC(=O)O)C(=O)O. Drug 2: CC(CN1CC(=O)NC(=O)C1)N2CC(=O)NC(=O)C2. Cell line: U251. Synergy scores: CSS=45.6, Synergy_ZIP=-5.12, Synergy_Bliss=-2.74, Synergy_Loewe=0.0838, Synergy_HSA=3.20. (2) Drug 1: C1CCC(C1)C(CC#N)N2C=C(C=N2)C3=C4C=CNC4=NC=N3. Drug 2: C1=NNC2=C1C(=O)NC=N2. Cell line: A549. Synergy scores: CSS=7.99, Synergy_ZIP=-3.32, Synergy_Bliss=-1.81, Synergy_Loewe=-8.96, Synergy_HSA=-2.86. (3) Drug 1: CC12CCC(CC1=CCC3C2CCC4(C3CC=C4C5=CN=CC=C5)C)O. Drug 2: CN1C(=O)N2C=NC(=C2N=N1)C(=O)N. Cell line: IGROV1. Synergy scores: CSS=-0.498, Synergy_ZIP=-0.722, Synergy_Bliss=-2.08, Synergy_Loewe=-7.51, Synergy_HSA=-3.51. (4) Drug 1: CC=C1C(=O)NC(C(=O)OC2CC(=O)NC(C(=O)NC(CSSCCC=C2)C(=O)N1)C(C)C)C(C)C. Drug 2: C(CN)CNCCSP(=O)(O)O. Cell line: EKVX. Synergy scores: CSS=11.1, Synergy_ZIP=-1.03, Synergy_Bliss=0.774, Synergy_Loewe=-5.38, Synergy_HSA=-1.81.